The task is: Regression. Given a peptide amino acid sequence and an MHC pseudo amino acid sequence, predict their binding affinity value. This is MHC class II binding data.. This data is from Peptide-MHC class II binding affinity with 134,281 pairs from IEDB. The MHC is HLA-DPA10201-DPB10101 with pseudo-sequence HLA-DPA10201-DPB10101. The binding affinity (normalized) is 0.643. The peptide sequence is EYIEAAKWLLPPPKV.